This data is from Reaction yield outcomes from USPTO patents with 853,638 reactions. The task is: Predict the reaction yield, written as a fraction of the theoretical maximum amount of product (1.0 means a 100% yield; for example, 0.34 means a 34% yield). The reactants are [Br:1][C:2]1[CH:22]=[CH:21][C:5]2[C:6]([CH2:19]Br)=[C:7]([C:9]([C:11]3[CH:16]=[CH:15][C:14]([Cl:17])=[CH:13][C:12]=3[Cl:18])=[O:10])[O:8][C:4]=2[CH:3]=1.[CH3:23][O-:24].[Na+]. The catalyst is CO. The product is [Br:1][C:2]1[CH:22]=[CH:21][C:5]2[C:6]([CH2:19][O:24][CH3:23])=[C:7]([C:9]([C:11]3[CH:16]=[CH:15][C:14]([Cl:17])=[CH:13][C:12]=3[Cl:18])=[O:10])[O:8][C:4]=2[CH:3]=1. The yield is 0.230.